Dataset: Forward reaction prediction with 1.9M reactions from USPTO patents (1976-2016). Task: Predict the product of the given reaction. (1) Given the reactants [Cl:1][C:2]1[CH:7]=[CH:6][CH:5]=[C:4]([CH3:8])[C:3]=1[NH:9][C:10]1[NH:11][C:12]2[C:18]3[CH2:19][C:20]([CH3:23])([CH3:22])[O:21][C:17]=3[C:16]([C:24](OC)=[O:25])=[CH:15][C:13]=2[N:14]=1.[F:28][C:29]1[C:35]([C:36]([F:39])([F:38])[F:37])=[CH:34][CH:33]=[CH:32][C:30]=1[NH2:31].C[Al](C)C, predict the reaction product. The product is: [Cl:1][C:2]1[CH:7]=[CH:6][CH:5]=[C:4]([CH3:8])[C:3]=1[NH:9][C:10]1[NH:11][C:12]2[C:18]3[CH2:19][C:20]([CH3:23])([CH3:22])[O:21][C:17]=3[C:16]([C:24]([NH:31][C:30]3[CH:32]=[CH:33][CH:34]=[C:35]([C:36]([F:37])([F:38])[F:39])[C:29]=3[F:28])=[O:25])=[CH:15][C:13]=2[N:14]=1. (2) Given the reactants FC(F)(F)C(O)=O.C(OC(=O)[NH:14][CH:15]1[CH2:20][CH2:19][N:18]([CH:21]2[CH2:34][C:33]3[C:32]4[C:27](=[CH:28][CH:29]=[C:30]([O:35][CH3:36])[CH:31]=4)[N:26]=[CH:25][C:24]=3[O:23][CH2:22]2)[CH2:17][CH2:16]1)(C)(C)C, predict the reaction product. The product is: [CH3:36][O:35][C:30]1[CH:31]=[C:32]2[C:27](=[CH:28][CH:29]=1)[N:26]=[CH:25][C:24]1[O:23][CH2:22][CH:21]([N:18]3[CH2:17][CH2:16][CH:15]([NH2:14])[CH2:20][CH2:19]3)[CH2:34][C:33]2=1. (3) Given the reactants C(Cl)Cl.Cl.[S:5]1[CH:9]=[CH:8][N:7]=[C:6]1[C:10]1[CH:17]=[CH:16][C:13]([CH2:14][NH2:15])=[CH:12][CH:11]=1.C(N(CC)CC)C.[N:25]1[CH:30]=[CH:29][CH:28]=[CH:27][C:26]=1[S:31](Cl)(=[O:33])=[O:32], predict the reaction product. The product is: [S:5]1[CH:9]=[CH:8][N:7]=[C:6]1[C:10]1[CH:11]=[CH:12][C:13]([CH2:14][NH:15][S:31]([C:26]2[CH:27]=[CH:28][CH:29]=[CH:30][N:25]=2)(=[O:33])=[O:32])=[CH:16][CH:17]=1.